Dataset: Full USPTO retrosynthesis dataset with 1.9M reactions from patents (1976-2016). Task: Predict the reactants needed to synthesize the given product. (1) Given the product [CH2:16]([O:18][C:19](=[O:29])[NH:20][C:21]1[CH:26]=[CH:25][CH:24]=[C:23]([CH2:27][N:13]2[C:12](=[O:15])[CH:11]=[CH:10][C:9]([C:6]3[CH:7]=[CH:8][C:3]([C:1]#[N:2])=[CH:4][CH:5]=3)=[N:14]2)[CH:22]=1)[CH3:17], predict the reactants needed to synthesize it. The reactants are: [C:1]([C:3]1[CH:8]=[CH:7][C:6]([C:9]2[CH:10]=[CH:11][C:12](=[O:15])[NH:13][N:14]=2)=[CH:5][CH:4]=1)#[N:2].[CH2:16]([O:18][C:19](=[O:29])[NH:20][C:21]1[CH:26]=[CH:25][CH:24]=[C:23]([CH2:27]O)[CH:22]=1)[CH3:17].C1(P(C2C=CC=CC=2)C2C=CC=CC=2)C=CC=CC=1.N(C(OCC)=O)=NC(OCC)=O. (2) The reactants are: Cl[C:2]1[N:7]=[C:6]([NH:8][CH:9]2[CH2:11][CH2:10]2)[C:5]([Cl:12])=[CH:4][N:3]=1.[NH2:13][C:14]1[CH:15]=[C:16]([N:20]2[C:29](=[O:30])[CH2:28][CH2:27][C@H:21]2[C:22]([O:24][CH2:25][CH3:26])=[O:23])[CH:17]=[CH:18][CH:19]=1.C1(C)C=CC(S(O)(=O)=O)=CC=1.C([O-])(O)=O.[Na+]. Given the product [Cl:12][C:5]1[C:6]([NH:8][CH:9]2[CH2:11][CH2:10]2)=[N:7][C:2]([NH:13][C:14]2[CH:15]=[C:16]([N:20]3[C:29](=[O:30])[CH2:28][CH2:27][C@H:21]3[C:22]([O:24][CH2:25][CH3:26])=[O:23])[CH:17]=[CH:18][CH:19]=2)=[N:3][CH:4]=1, predict the reactants needed to synthesize it.